This data is from Reaction yield outcomes from USPTO patents with 853,638 reactions. The task is: Predict the reaction yield, written as a fraction of the theoretical maximum amount of product (1.0 means a 100% yield; for example, 0.34 means a 34% yield). (1) The reactants are [C:1]([O:5][C:6](=[O:25])[CH2:7][CH:8]([N+:22]([O-])=O)[CH:9]([OH:21])[CH2:10][O:11][CH2:12][C:13]1[C:18]([Cl:19])=[CH:17][CH:16]=[CH:15][C:14]=1[Cl:20])([CH3:4])([CH3:3])[CH3:2]. The catalyst is [Ni].CO. The product is [NH2:22][CH:8]([CH:9]([OH:21])[CH2:10][O:11][CH2:12][C:13]1[C:14]([Cl:20])=[CH:15][CH:16]=[CH:17][C:18]=1[Cl:19])[CH2:7][C:6]([O:5][C:1]([CH3:3])([CH3:2])[CH3:4])=[O:25]. The yield is 1.00. (2) The reactants are [NH:1]1[CH:5]=[CH:4][C:3]([C:6]2[CH:18]=[CH:17][CH:16]=[CH:15][C:7]=2[O:8][CH2:9][C:10]([O:12]CC)=O)=[N:2]1.[NH2:19][CH2:20][CH:21]([OH:33])[CH2:22][N:23]1[CH2:32][CH2:31][C:30]2[C:25](=[CH:26][CH:27]=[CH:28][CH:29]=2)[CH2:24]1. The catalyst is CCO.C(OCC)(=O)C. The product is [NH:1]1[CH:5]=[CH:4][C:3]([C:6]2[CH:18]=[CH:17][CH:16]=[CH:15][C:7]=2[O:8][CH2:9][C:10]([NH:19][CH2:20][CH:21]([OH:33])[CH2:22][N:23]2[CH2:32][CH2:31][C:30]3[C:25](=[CH:26][CH:27]=[CH:28][CH:29]=3)[CH2:24]2)=[O:12])=[N:2]1. The yield is 0.440. (3) The reactants are [N+:1]([C:4]1[CH:9]=[CH:8][C:7]([CH2:10][CH2:11][S:12]([OH:15])(=O)=[O:13])=[CH:6][CH:5]=1)([O-:3])=[O:2].S(Cl)(Cl)=O.S(Cl)(Cl)(=O)=O.[CH3:25][NH:26][CH3:27]. The catalyst is C(Cl)Cl. The product is [CH3:25][N:26]([CH3:27])[S:12]([CH2:11][CH2:10][C:7]1[CH:8]=[CH:9][C:4]([N+:1]([O-:3])=[O:2])=[CH:5][CH:6]=1)(=[O:15])=[O:13]. The yield is 0.410. (4) The reactants are C([O:8][CH2:9][CH2:10][NH:11][C:12]([NH:14][S:15]([C:18]1[CH:23]=[CH:22][C:21]([CH3:24])=[CH:20][CH:19]=1)(=[O:17])=[O:16])=[NH:13])C1C=CC=CC=1.C.CCOC(C)=O.CCCCC.C(O)(=O)C. The catalyst is CO.[Pd]. The product is [OH:8][CH2:9][CH2:10][NH:11][C:12]([NH:14][S:15]([C:18]1[CH:19]=[CH:20][C:21]([CH3:24])=[CH:22][CH:23]=1)(=[O:17])=[O:16])=[NH:13]. The yield is 1.00.